This data is from Forward reaction prediction with 1.9M reactions from USPTO patents (1976-2016). The task is: Predict the product of the given reaction. (1) Given the reactants [OH:1][CH2:2][CH:3]1[CH2:8][CH:7]2[CH2:9][CH:4]1[CH:5]=[CH:6]2.ClC1C=CC=C(C(OO)=[O:18])C=1, predict the reaction product. The product is: [OH:18][CH:6]1[CH:5]2[CH:4]3[CH:3]([CH2:8][CH:7]1[CH2:9]3)[CH2:2][O:1]2. (2) Given the reactants [Br:1][C:2]1[CH:7]=[C:6]([CH3:8])[CH:5]=[C:4]([Cl:9])[CH:3]=1.[Br:10]N1C(=O)CCC1=O, predict the reaction product. The product is: [Br:1][C:2]1[CH:3]=[C:4]([Cl:9])[CH:5]=[C:6]([CH2:8][Br:10])[CH:7]=1.